Dataset: Full USPTO retrosynthesis dataset with 1.9M reactions from patents (1976-2016). Task: Predict the reactants needed to synthesize the given product. (1) Given the product [N+:1]([C:4]1[CH:5]=[N:6][CH:7]=[CH:8][C:9]=1[C:10]1([C:11]([O:13][CH2:14][CH3:15])=[O:12])[CH2:8][CH2:9][CH2:4][CH2:5]1)([O-:3])=[O:2], predict the reactants needed to synthesize it. The reactants are: [N+:1]([C:4]1[CH:5]=[N:6][CH:7]=[CH:8][C:9]=1[CH2:10][C:11]([O:13][CH2:14][CH3:15])=[O:12])([O-:3])=[O:2].C[O-].[Na+].O. (2) Given the product [Cl:28][C:29]1[CH:34]=[CH:33][C:32]([CH:1]([OH:2])[C:3]2[N:4]=[CH:5][C:6]([NH:9][C:10](=[O:27])[CH:11]([NH:15][C:16](=[O:26])[CH2:17][C:18]3[CH:19]=[C:20]([F:25])[CH:21]=[C:22]([F:24])[CH:23]=3)[CH2:12][CH2:13][CH3:14])=[N:7][CH:8]=2)=[CH:31][CH:30]=1, predict the reactants needed to synthesize it. The reactants are: [CH:1]([C:3]1[N:4]=[CH:5][C:6]([NH:9][C:10](=[O:27])[CH:11]([NH:15][C:16](=[O:26])[CH2:17][C:18]2[CH:23]=[C:22]([F:24])[CH:21]=[C:20]([F:25])[CH:19]=2)[CH2:12][CH2:13][CH3:14])=[N:7][CH:8]=1)=[O:2].[Cl:28][C:29]1[CH:34]=[CH:33][C:32]([Mg]Br)=[CH:31][CH:30]=1. (3) Given the product [F:15][C:16]1[CH:21]=[CH:20][CH:19]=[CH:18][C:17]=1[C:22]1[N:23]=[N:24][N:25]2[C:34]3[C:29](=[CH:30][CH:31]=[CH:32][CH:33]=3)[C:28]([N:35]3[CH2:36][CH2:37][CH:38]([N:42]4[CH2:47][CH2:46][O:45][CH2:44][CH2:43]4)[CH2:39][CH2:40]3)=[N:27][C:26]=12, predict the reactants needed to synthesize it. The reactants are: C(O[BH-](OC(=O)C)OC(=O)C)(=O)C.[Na+].[F:15][C:16]1[CH:21]=[CH:20][CH:19]=[CH:18][C:17]=1[C:22]1[N:23]=[N:24][N:25]2[C:34]3[C:29](=[CH:30][CH:31]=[CH:32][CH:33]=3)[C:28]([N:35]3[CH2:40][CH2:39][C:38](=O)[CH2:37][CH2:36]3)=[N:27][C:26]=12.[NH:42]1[CH2:47][CH2:46][O:45][CH2:44][CH2:43]1. (4) Given the product [O:12]=[C:13]1[C:17]([C:24]2[CH:25]=[CH:26][CH:27]=[CH:28][CH:29]=2)([C:18]2[CH:23]=[CH:22][CH:21]=[CH:20][CH:19]=2)[CH2:16][CH2:15][N:14]1[CH2:30][C:31]([NH:11][C:7]1([C:1]2[CH:6]=[CH:5][CH:4]=[CH:3][CH:2]=2)[CH2:10][CH2:9][CH2:8]1)=[O:32], predict the reactants needed to synthesize it. The reactants are: [C:1]1([C:7]2([NH2:11])[CH2:10][CH2:9][CH2:8]2)[CH:6]=[CH:5][CH:4]=[CH:3][CH:2]=1.[O:12]=[C:13]1[C:17]([C:24]2[CH:29]=[CH:28][CH:27]=[CH:26][CH:25]=2)([C:18]2[CH:23]=[CH:22][CH:21]=[CH:20][CH:19]=2)[CH2:16][CH2:15][N:14]1[CH2:30][C:31](O)=[O:32].Cl.C(N=C=NCCCN(C)C)C. (5) Given the product [CH3:1][O:2][C:3](=[O:23])[C:4]1[CH:5]=[CH:6][C:7]([C:10](=[O:22])[CH:11]([C:12]([O:14][CH2:15][C:16]2[CH:21]=[CH:20][CH:19]=[CH:18][CH:17]=2)=[O:13])[Cl:26])=[CH:8][CH:9]=1, predict the reactants needed to synthesize it. The reactants are: [CH3:1][O:2][C:3](=[O:23])[C:4]1[CH:9]=[CH:8][C:7]([C:10](=[O:22])[CH2:11][C:12]([O:14][CH2:15][C:16]2[CH:21]=[CH:20][CH:19]=[CH:18][CH:17]=2)=[O:13])=[CH:6][CH:5]=1.O.C(Cl)[Cl:26]. (6) Given the product [OH:21][CH2:20][C:17]1[CH:16]=[CH:15][C:14]([N:13]([C:24]2[CH:25]=[CH:26][C:27]([CH2:30][OH:31])=[CH:28][CH:29]=2)[C:11]2[CH:10]=[CH:9][C:4]([CH2:5][OH:6])=[C:3]([O:2][CH3:1])[CH:12]=2)=[CH:19][CH:18]=1, predict the reactants needed to synthesize it. The reactants are: [CH3:1][O:2][C:3]1[CH:12]=[C:11]([N:13]([C:24]2[CH:29]=[CH:28][C:27]([C:30](OC)=[O:31])=[CH:26][CH:25]=2)[C:14]2[CH:19]=[CH:18][C:17]([C:20](OC)=[O:21])=[CH:16][CH:15]=2)[CH:10]=[CH:9][C:4]=1[C:5](OC)=[O:6].[H-].[Al+3].[Li+].[H-].[H-].[H-].O. (7) Given the product [C:1]([O:5][C:6](=[O:19])[CH2:7][C@@:8]1([CH2:15][NH2:16])[CH2:14][C@@H:13]2[C@H:9]1[CH:10]=[CH:11][CH2:12]2)([CH3:2])([CH3:4])[CH3:3], predict the reactants needed to synthesize it. The reactants are: [C:1]([O:5][C:6](=[O:19])[CH2:7][C@@:8]1([CH2:15][N+:16]([O-])=O)[CH2:14][C@@H:13]2[C@H:9]1[CH:10]=[CH:11][CH2:12]2)([CH3:4])([CH3:3])[CH3:2].[Cl-].[NH4+]. (8) Given the product [F:1][C:2]1[CH:17]=[CH:16][CH:15]=[C:14]([F:18])[C:3]=1[CH2:4][O:5][C:6]1[C:7]2[N:8]([C:20]([C:21]([O:23][CH2:24][CH3:25])=[O:22])=[C:26]([CH2:27][CH2:28][CH3:29])[N:13]=2)[CH:9]=[C:10]([CH3:12])[CH:11]=1, predict the reactants needed to synthesize it. The reactants are: [F:1][C:2]1[CH:17]=[CH:16][CH:15]=[C:14]([F:18])[C:3]=1[CH2:4][O:5][C:6]1[C:7]([NH2:13])=[N:8][CH:9]=[C:10]([CH3:12])[CH:11]=1.Cl[CH:20]([C:26](=O)[CH2:27][CH2:28][CH3:29])[C:21]([O:23][CH2:24][CH3:25])=[O:22]. (9) Given the product [N:1]1([C:7]([C:9]2[CH:17]=[C:16]3[C:12]([C:13]4[CH:21]=[C:20]([C:22]5[CH:27]=[CH:26][CH:25]=[CH:24][CH:23]=5)[N:19]=[C:18]([C:28]([NH2:33])=[O:30])[C:14]=4[NH:15]3)=[CH:11][CH:10]=2)=[O:8])[CH2:2][CH2:3][O:4][CH2:5][CH2:6]1, predict the reactants needed to synthesize it. The reactants are: [N:1]1([C:7]([C:9]2[CH:17]=[C:16]3[C:12]([C:13]4[CH:21]=[C:20]([C:22]5[CH:27]=[CH:26][CH:25]=[CH:24][CH:23]=5)[N:19]=[C:18]([C:28]([O:30]CC)=O)[C:14]=4[NH:15]3)=[CH:11][CH:10]=2)=[O:8])[CH2:6][CH2:5][O:4][CH2:3][CH2:2]1.[NH3:33].CO. (10) Given the product [NH2:7][C:8]1[CH2:9][O:10][CH2:11][C:12]([C:17]2[CH:22]=[C:21]([NH:23][C:24]([C:26]3[CH:31]=[CH:30][C:29]([Br:32])=[CH:28][N:27]=3)=[O:25])[CH:20]=[CH:19][C:18]=2[F:33])([CH:14]([F:15])[F:16])[N:13]=1, predict the reactants needed to synthesize it. The reactants are: C(OC(=O)[NH:7][C:8]1[CH2:9][O:10][CH2:11][C:12]([C:17]2[CH:22]=[C:21]([NH:23][C:24]([C:26]3[CH:31]=[CH:30][C:29]([Br:32])=[CH:28][N:27]=3)=[O:25])[CH:20]=[CH:19][C:18]=2[F:33])([CH:14]([F:16])[F:15])[N:13]=1)(C)(C)C.